This data is from Catalyst prediction with 721,799 reactions and 888 catalyst types from USPTO. The task is: Predict which catalyst facilitates the given reaction. Reactant: C([N:8]1[CH2:13][CH2:12][O:11][C@H:10]([O:14][CH2:15][C:16]2[CH:21]=[C:20]([C:22]([F:25])([F:24])[F:23])[CH:19]=[C:18]([C:26]([F:29])([F:28])[F:27])[CH:17]=2)[C@@H:9]1[C:30]1[CH:35]=[CH:34][CH:33]=[CH:32][CH:31]=1)C1C=CC=CC=1.O.[H][H]. Product: [F:29][C:26]([F:27])([F:28])[C:18]1[CH:17]=[C:16]([CH:21]=[C:20]([C:22]([F:23])([F:24])[F:25])[CH:19]=1)[CH2:15][O:14][C@H:10]1[O:11][CH2:12][CH2:13][NH:8][C@H:9]1[C:30]1[CH:35]=[CH:34][CH:33]=[CH:32][CH:31]=1. The catalyst class is: 29.